Dataset: Reaction yield outcomes from USPTO patents with 853,638 reactions. Task: Predict the reaction yield, written as a fraction of the theoretical maximum amount of product (1.0 means a 100% yield; for example, 0.34 means a 34% yield). (1) The reactants are C(OC([N:8]1[CH2:13][CH2:12][CH:11]([C:14]2[CH:19]=[CH:18][C:17]([NH:20][C:21]([C:23]3[N:24](COCC[Si](C)(C)C)[CH:25]=[C:26]([C:28]#[N:29])[N:27]=3)=[O:22])=[C:16]([C:38]3[CH2:43][CH2:42][CH2:41][CH2:40][CH:39]=3)[CH:15]=2)[CH2:10][CH2:9]1)=O)(C)(C)C.[C:44]([OH:50])([C:46]([F:49])([F:48])[F:47])=[O:45]. The catalyst is C(Cl)Cl.CCO. The product is [F:47][C:46]([F:49])([F:48])[C:44]([OH:50])=[O:45].[C:38]1([C:16]2[CH:15]=[C:14]([CH:11]3[CH2:10][CH2:9][NH:8][CH2:13][CH2:12]3)[CH:19]=[CH:18][C:17]=2[NH:20][C:21]([C:23]2[NH:24][CH:25]=[C:26]([C:28]#[N:29])[N:27]=2)=[O:22])[CH2:43][CH2:42][CH2:41][CH2:40][CH:39]=1. The yield is 0.700. (2) The reactants are [F:1][C:2]1[CH:24]=[N:23][C:5]2[N:6](COCC[Si](C)(C)C)[C:7]3[CH:12]=[N:11][C:10]([C:13]#[N:14])=[CH:9][C:8]=3[C:4]=2[C:3]=1[N:25]1[CH2:29][CH2:28][C@H:27]([N:30]([CH2:38][CH3:39])C(=O)OC(C)(C)C)[CH2:26]1.Br.[OH-].[Na+].Cl. The catalyst is O1CCOCC1. The product is [F:1][C:2]1[CH:24]=[N:23][C:5]2[NH:6][C:7]3[CH:12]=[N:11][C:10]([C:13]#[N:14])=[CH:9][C:8]=3[C:4]=2[C:3]=1[N:25]1[CH2:29][CH2:28][C@H:27]([NH:30][CH2:38][CH3:39])[CH2:26]1. The yield is 0.300. (3) The reactants are [Cl:1][C:2]1[CH:3]=[C:4](I)[C:5]2[N:6]([N:8]=[CH:9][N:10]=2)[CH:7]=1.[CH3:12][CH:13]1[CH2:17][CH2:16][CH2:15][N:14]1[C:18]1[N:23]=[C:22]([NH2:24])[CH:21]=[CH:20][CH:19]=1.CC(C1C=C(C(C)C)C(C2C=CC=CC=2P(C2CCCCC2)C2CCCCC2)=C(C(C)C)C=1)C.C([O-])([O-])=O.[Cs+].[Cs+]. The catalyst is C1(C)C(C)=CC=CC=1.C1C=CC(/C=C/C(/C=C/C2C=CC=CC=2)=O)=CC=1.C1C=CC(/C=C/C(/C=C/C2C=CC=CC=2)=O)=CC=1.C1C=CC(/C=C/C(/C=C/C2C=CC=CC=2)=O)=CC=1.[Pd].[Pd]. The product is [Cl:1][C:2]1[CH:3]=[C:4]([NH:24][C:22]2[CH:21]=[CH:20][CH:19]=[C:18]([N:14]3[CH2:15][CH2:16][CH2:17][CH:13]3[CH3:12])[N:23]=2)[C:5]2[N:6]([N:8]=[CH:9][N:10]=2)[CH:7]=1. The yield is 0.580. (4) The reactants are [C:1]([O:5][CH2:6][CH2:7][N:8]1[CH2:13][CH2:12][CH:11]([O:14][C:15]2[CH:24]=[C:23](F)[CH:22]=[C:21]3[C:16]=2[C:17](=[O:26])[NH:18][CH:19]=[N:20]3)[CH2:10][CH2:9]1)([CH3:4])([CH3:3])[CH3:2].[CH3:27][OH:28]. No catalyst specified. The product is [C:1]([O:5][CH2:6][CH2:7][N:8]1[CH2:13][CH2:12][CH:11]([O:14][C:15]2[CH:24]=[C:23]([O:28][CH3:27])[CH:22]=[C:21]3[C:16]=2[C:17](=[O:26])[NH:18][CH:19]=[N:20]3)[CH2:10][CH2:9]1)([CH3:4])([CH3:3])[CH3:2]. The yield is 0.630. (5) The reactants are [CH3:1][C:2]1[CH:3]=[C:4]([CH2:13][C@@H:14]([CH2:19][C:20]([O:22][CH3:23])=[O:21])[C:15]([O:17][CH3:18])=[O:16])[C:5]([CH2:11]O)=[C:6]2[C:10]=1[NH:9][N:8]=[CH:7]2.S(Cl)([Cl:26])=O. The catalyst is ClCCl. The product is [CH3:1][C:2]1[CH:3]=[C:4]([CH2:13][C@@H:14]([CH2:19][C:20]([O:22][CH3:23])=[O:21])[C:15]([O:17][CH3:18])=[O:16])[C:5]([CH2:11][Cl:26])=[C:6]2[C:10]=1[NH:9][N:8]=[CH:7]2. The yield is 0.990. (6) The reactants are CO[C:3](=O)[NH:4][C@H:5]1[C@H:9]([C:10]2[CH:15]=[CH:14][C:13]([Cl:16])=[CH:12][CH:11]=2)[CH2:8][N:7]([CH2:17][C:18]2[CH:23]=[CH:22][CH:21]=[CH:20][CH:19]=2)[CH2:6]1. The catalyst is O1CCCC1. The product is [CH2:17]([N:7]1[CH2:8][C@@H:9]([C:10]2[CH:11]=[CH:12][C:13]([Cl:16])=[CH:14][CH:15]=2)[C@H:5]([NH:4][CH3:3])[CH2:6]1)[C:18]1[CH:19]=[CH:20][CH:21]=[CH:22][CH:23]=1. The yield is 0.800. (7) The reactants are [C:1]12([NH2:11])[CH2:10][CH:5]3[CH2:6][CH:7]([CH2:9][CH:3]([CH2:4]3)[CH2:2]1)[CH2:8]2.Cl[CH2:13][C:14]1[N:15]=[C:16]([C:19]2[S:20][CH:21]=[CH:22][CH:23]=2)[S:17][CH:18]=1. No catalyst specified. The product is [S:20]1[CH:21]=[CH:22][CH:23]=[C:19]1[C:16]1[S:17][CH:18]=[C:14]([CH2:13][NH:11][C:1]23[CH2:8][CH:7]4[CH2:6][CH:5]([CH2:4][CH:3]([CH2:9]4)[CH2:2]2)[CH2:10]3)[N:15]=1. The yield is 0.780. (8) The reactants are N.[CH2:2]([P:4]([CH2:7][CH2:8][C:9]#[N:10])(=[O:6])[OH:5])[CH3:3].[H][H].[OH-].[Na+].S(=O)(=O)(O)O. The catalyst is O.[Ni].C(O)C. The product is [CH2:2]([P:4]([CH2:7][CH2:8][CH2:9][NH2:10])(=[O:5])[OH:6])[CH3:3]. The yield is 0.670.